This data is from Full USPTO retrosynthesis dataset with 1.9M reactions from patents (1976-2016). The task is: Predict the reactants needed to synthesize the given product. (1) Given the product [Cl:17][C:14]1[CH:15]=[CH:16][C:11]([C:8]2[N:6]3[N:7]=[C:2]([C:37]4[CH:36]=[CH:35][C:34]([C:32]([N:29]5[CH2:30][CH2:31][N:26]([CH3:25])[CH2:27][CH2:28]5)=[O:33])=[CH:39][CH:38]=4)[CH:3]=[CH:4][C:5]3=[N:10][CH:9]=2)=[CH:12][CH:13]=1, predict the reactants needed to synthesize it. The reactants are: Cl[C:2]1[CH:3]=[CH:4][C:5]2[N:6]([C:8]([C:11]3[CH:16]=[CH:15][C:14]([Cl:17])=[CH:13][CH:12]=3)=[CH:9][N:10]=2)[N:7]=1.C([O-])([O-])=O.[K+].[K+].Cl.[CH3:25][N:26]1[CH2:31][CH2:30][N:29]([C:32]([C:34]2[CH:39]=[CH:38][C:37](B(O)O)=[CH:36][CH:35]=2)=[O:33])[CH2:28][CH2:27]1. (2) Given the product [F:1][C:2]1[CH:3]=[C:4]([C:8]2[C:12]([CH2:13][NH2:14])=[C:11]([CH3:25])[O:10][N:9]=2)[CH:5]=[CH:6][CH:7]=1, predict the reactants needed to synthesize it. The reactants are: [F:1][C:2]1[CH:3]=[C:4]([C:8]2[C:12]([CH2:13][N:14]3C(=O)C4C(=CC=CC=4)C3=O)=[C:11]([CH3:25])[O:10][N:9]=2)[CH:5]=[CH:6][CH:7]=1.FC1C=CC(C2C(CN3C(=O)C4C(=CC=CC=4)C3=O)=C(C)ON=2)=CC=1.